This data is from Full USPTO retrosynthesis dataset with 1.9M reactions from patents (1976-2016). The task is: Predict the reactants needed to synthesize the given product. Given the product [F:2][C:3]1[CH:8]=[CH:7][C:6]([NH:9]/[N:10]=[CH:20]/[CH:21]=[O:22])=[CH:5][CH:4]=1, predict the reactants needed to synthesize it. The reactants are: Cl.[F:2][C:3]1[CH:8]=[CH:7][C:6]([NH:9][NH2:10])=[CH:5][CH:4]=1.CCN(C(C)C)C(C)C.[CH:20](=O)[CH:21]=[O:22].